This data is from Full USPTO retrosynthesis dataset with 1.9M reactions from patents (1976-2016). The task is: Predict the reactants needed to synthesize the given product. (1) The reactants are: C1(P(C2CCCCC2)C2C=CC=CC=2C2C=CC=CC=2N(C)C)CCCCC1.C(=O)([O-])[O-].[K+].[K+].O=O.N#N.[CH3:39][O:40][C:41](=[O:49])[C:42]1[CH:47]=[CH:46][C:45](Br)=[CH:44][CH:43]=1.[CH:50]([N:53]1[CH2:58][CH2:57][NH:56][CH2:55][CH2:54]1)([CH3:52])[CH3:51]. Given the product [CH3:39][O:40][C:41](=[O:49])[C:42]1[CH:47]=[CH:46][C:45]([N:56]2[CH2:57][CH2:58][N:53]([CH:50]([CH3:52])[CH3:51])[CH2:54][CH2:55]2)=[CH:44][CH:43]=1, predict the reactants needed to synthesize it. (2) Given the product [Cl:1][C:2]1[CH:19]=[C:18]([NH:20][C:21]2[CH:26]=[CH:25][C:24]([F:27])=[CH:23][C:22]=2[F:28])[CH:17]=[CH:16][C:3]=1[C:4]([C:6]1[CH:7]=[C:8]([CH:12]=[CH:13][C:14]=1[CH3:15])[C:9]([NH:36][OH:35])=[O:10])=[O:5], predict the reactants needed to synthesize it. The reactants are: [Cl:1][C:2]1[CH:19]=[C:18]([NH:20][C:21]2[CH:26]=[CH:25][C:24]([F:27])=[CH:23][C:22]=2[F:28])[CH:17]=[CH:16][C:3]=1[C:4]([C:6]1[CH:7]=[C:8]([CH:12]=[CH:13][C:14]=1[CH3:15])[C:9](O)=[O:10])=[O:5].CC(C)C([SiH2][O:35][NH2:36])(C)C. (3) Given the product [CH2:14]([CH:17]1[CH2:22][CH2:23][C:20]([C:4]2[CH:5]=[CH:6][CH:7]=[C:2]([F:1])[CH:3]=2)([OH:27])[CH2:19][CH2:18]1)[CH2:15][CH3:16], predict the reactants needed to synthesize it. The reactants are: [F:1][C:2]1[CH:3]=[C:4](Br)[CH:5]=[CH:6][CH:7]=1.C([Li])CCC.[CH2:14]([CH:17]([CH2:22][CH3:23])[CH2:18][C:19](=O)[CH3:20])[CH2:15][CH3:16].Cl.C(OCC)(=[O:27])C.